This data is from Full USPTO retrosynthesis dataset with 1.9M reactions from patents (1976-2016). The task is: Predict the reactants needed to synthesize the given product. (1) Given the product [CH2:46]([O:45][C:43]([NH:27][S:24]([C:16]1[S:17][C:18]([CH2:20][CH:21]([CH3:22])[CH3:23])=[CH:19][C:15]=1[C:11]1[CH:12]=[CH:13][CH:14]=[C:9]([C:7](=[O:8])[CH2:6][N:1]2[CH:5]=[CH:4][N:3]=[CH:2]2)[CH:10]=1)(=[O:26])=[O:25])=[O:44])[CH2:47][CH2:48][CH3:49], predict the reactants needed to synthesize it. The reactants are: [N:1]1([CH2:6][C:7]([C:9]2[CH:10]=[C:11]([C:15]3[CH:19]=[C:18]([CH2:20][CH:21]([CH3:23])[CH3:22])[S:17][C:16]=3[S:24]([NH:27]C(C)(C)C)(=[O:26])=[O:25])[CH:12]=[CH:13][CH:14]=2)=[O:8])[CH:5]=[CH:4][N:3]=[CH:2]1.B(Cl)(Cl)Cl.C([O-])([O-])=O.[Na+].[Na+].Cl[C:43]([O:45][CH2:46][CH2:47][CH2:48][CH3:49])=[O:44]. (2) Given the product [NH2:7][C@H:8]1[CH2:14][CH2:13][CH2:12][CH2:11][N:10]([C@H:15]2[CH2:20][CH2:19][C@@H:18]([N:21]=[N+:22]=[N-:23])[CH2:17][C@H:16]2[CH2:24][S:25]([C:28]2[CH:29]=[CH:30][CH:31]=[CH:32][CH:33]=2)(=[O:26])=[O:27])[C:9]1=[O:34], predict the reactants needed to synthesize it. The reactants are: C(OC(=O)[NH:7][C@H:8]1[CH2:14][CH2:13][CH2:12][CH2:11][N:10]([C@H:15]2[CH2:20][CH2:19][C@@H:18]([N:21]=[N+:22]=[N-:23])[CH2:17][C@H:16]2[CH2:24][S:25]([C:28]2[CH:33]=[CH:32][CH:31]=[CH:30][CH:29]=2)(=[O:27])=[O:26])[C:9]1=[O:34])(C)(C)C.C(O)(C(F)(F)F)=O. (3) Given the product [F:1][C:2]1([C:9]([O:11][CH2:17][CH3:18])=[O:10])[CH:7]2[CH:3]1[CH2:4][CH2:5][C:6]2=[O:8], predict the reactants needed to synthesize it. The reactants are: [F:1][C:2]1([C:9]([OH:11])=[O:10])[CH:7]2[CH:3]1[CH2:4][CH2:5][C:6]2=[O:8].C(=O)([O-])O.[Na+].[CH2:17](I)[CH3:18].Cl. (4) Given the product [C:1]1([C:7]2[CH:8]=[C:9]([CH:13]=[C:14]([C:16]3[CH:21]=[CH:20][CH:19]=[CH:18][CH:17]=3)[CH:15]=2)[C:10]([Cl:24])=[O:11])[CH:6]=[CH:5][CH:4]=[CH:3][CH:2]=1, predict the reactants needed to synthesize it. The reactants are: [C:1]1([C:7]2[CH:8]=[C:9]([CH:13]=[C:14]([C:16]3[CH:21]=[CH:20][CH:19]=[CH:18][CH:17]=3)[CH:15]=2)[C:10](O)=[O:11])[CH:6]=[CH:5][CH:4]=[CH:3][CH:2]=1.S(Cl)([Cl:24])=O. (5) The reactants are: [CH3:1][CH2:2][C@H:3]1[O:19][C:17](=[O:18])[C@H:16]([CH3:20])[C@@H:15]([O:21][C@@H:22]2[O:27][C@@H:26]([CH3:28])[C@H:25]([OH:29])[C@@:24]([O:31][CH3:32])([CH3:30])[CH2:23]2)[C@H:14]([CH3:33])[C@@H:13]([O:34][C@@H:35]2[O:40][C@H:39]([CH3:41])[CH2:38][C@H:37]([N:42]([CH3:44])[CH3:43])[C@H:36]2[OH:45])[C@@:12]([O:47][CH3:48])([CH3:46])[CH2:11][C@@H:10]([CH3:49])/[C:7](=N\O)/[C@H:6]([CH3:50])[C@@H:5]([OH:51])[C@@:4]1([OH:53])[CH3:52].C(O)C.[OH-:57].[Na+]. Given the product [CH3:1][CH2:2][C@H:3]1[O:19][C:17](=[O:18])[C@H:16]([CH3:20])[C@@H:15]([O:21][C@@H:22]2[O:27][C@@H:26]([CH3:28])[C@H:25]([OH:29])[C@@:24]([O:31][CH3:32])([CH3:30])[CH2:23]2)[C@H:14]([CH3:33])[C@@H:13]([O:34][C@@H:35]2[O:40][C@H:39]([CH3:41])[CH2:38][C@H:37]([N:42]([CH3:43])[CH3:44])[C@H:36]2[OH:45])[C@@:12]([O:47][CH3:48])([CH3:46])[CH2:11][C@@H:10]([CH3:49])[C:7](=[O:57])[C@H:6]([CH3:50])[C@@H:5]([OH:51])[C@@:4]1([OH:53])[CH3:52], predict the reactants needed to synthesize it. (6) Given the product [CH3:1][C:2]([C:9]1[CH:14]=[CH:13][C:12]([O:28][CH2:23][CH:25]2[CH2:26][O:27]2)=[CH:11][C:10]=1[O:16][CH2:18][CH:19]1[CH2:22][O:21]1)([CH2:3][C:4]([CH3:7])([CH3:6])[CH3:5])[CH3:8], predict the reactants needed to synthesize it. The reactants are: [CH3:1][C:2]([C:9]1[CH:14]=[C:13](O)[CH:12]=[CH:11][C:10]=1[OH:16])([CH3:8])[CH2:3][C:4]([CH3:7])([CH3:6])[CH3:5].C[CH2:18][CH:19]([O:21][CH3:22])O.[CH2:23]([CH:25]1[O:27][CH2:26]1)Cl.[OH-:28].[Na+]. (7) Given the product [CH3:1][O:2][C:3]([C:4]1[C:9]([O:10][CH2:24][CH2:23][CH2:22][O:15][C:16]2[CH:21]=[CH:20][CH:19]=[CH:18][CH:17]=2)=[CH:8][CH:7]=[C:6]([Br:11])[N:5]=1)=[O:12], predict the reactants needed to synthesize it. The reactants are: [CH3:1][O:2][C:3](=[O:12])[C:4]1[C:9]([OH:10])=[CH:8][CH:7]=[C:6]([Br:11])[N:5]=1.[H-].[Na+].[O:15]([CH2:22][CH2:23][CH2:24]Br)[C:16]1[CH:21]=[CH:20][CH:19]=[CH:18][CH:17]=1. (8) Given the product [CH:8]([C:5]1[CH:6]=[CH:7][C:2]2[N:3]([CH:12]=[C:13]([C:14]([O:16][CH2:17][CH3:18])=[O:15])[N:1]=2)[CH:4]=1)([CH3:10])[CH3:9], predict the reactants needed to synthesize it. The reactants are: [NH2:1][C:2]1[CH:7]=[CH:6][C:5]([CH:8]([CH3:10])[CH3:9])=[CH:4][N:3]=1.Br[CH2:12][C:13](=O)[C:14]([O:16][CH2:17][CH3:18])=[O:15]. (9) Given the product [CH2:15]([O:17][CH:18]=[CH:19][C:20]([NH:6][C:5]1[CH:7]=[CH:8][C:2]([I:1])=[CH:3][CH:4]=1)=[O:21])[CH3:16], predict the reactants needed to synthesize it. The reactants are: [I:1][C:2]1[CH:8]=[CH:7][C:5]([NH2:6])=[CH:4][CH:3]=1.N1C=CC=CC=1.[CH2:15]([O:17][CH:18]=[CH:19][C:20](Cl)=[O:21])[CH3:16]. (10) Given the product [Cl:1][C:2]1[S:3][C:4]2[C:5]([N:23]=1)=[CH:6][C:7]1[C:8]([CH3:22])=[CH:9][C:10]([CH3:20])([CH3:21])[NH:11][C:12]=1[CH:13]=2, predict the reactants needed to synthesize it. The reactants are: [Cl:1][C:2]1[S:3][C:4]2[C:5]([N:23]=1)=[CH:6][C:7]1[C:8]([CH3:22])=[CH:9][C:10]([CH3:21])([CH3:20])[N:11](C(=O)C(F)(F)F)[C:12]=1[CH:13]=2.[BH4-].[Na+].